Predict which catalyst facilitates the given reaction. From a dataset of Catalyst prediction with 721,799 reactions and 888 catalyst types from USPTO. (1) Reactant: C1(P(C2C=CC=CC=2)C2C=CC=CC=2)C=CC=CC=1.N(C(OC(C)C)=O)=NC(OC(C)C)=O.[O:34]1[CH2:39][CH2:38][CH2:37][CH2:36][CH:35]1[O:40][CH2:41][CH2:42][OH:43].O[C:45]1[C:46]([CH3:54])=[N:47][C:48]([N+:51]([O-:53])=[O:52])=[CH:49][CH:50]=1. Product: [CH3:54][C:46]1[C:45]([O:43][CH2:42][CH2:41][O:40][CH:35]2[CH2:36][CH2:37][CH2:38][CH2:39][O:34]2)=[CH:50][CH:49]=[C:48]([N+:51]([O-:53])=[O:52])[N:47]=1. The catalyst class is: 1. (2) Reactant: [Br:1][C:2]1[CH:3]=[CH:4][C:5]([N+:16]([O-])=O)=[C:6]([CH:15]=1)[NH:7][CH2:8][CH:9]1[CH2:14][CH2:13][O:12][CH2:11][CH2:10]1.O.NN. Product: [Br:1][C:2]1[CH:15]=[C:6]([NH:7][CH2:8][CH:9]2[CH2:10][CH2:11][O:12][CH2:13][CH2:14]2)[C:5]([NH2:16])=[CH:4][CH:3]=1. The catalyst class is: 94. (3) Reactant: [OH:1][C:2]1[CH:10]=[C:9]([O:11][CH3:12])[CH:8]=[CH:7][C:3]=1[C:4](Cl)=[O:5].[CH3:13][NH:14][CH2:15][C:16]#[N:17].N1C(C)=CC=CC=1C. Product: [C:16]([CH2:15][N:14]([CH3:13])[C:4](=[O:5])[C:3]1[CH:7]=[CH:8][C:9]([O:11][CH3:12])=[CH:10][C:2]=1[OH:1])#[N:17]. The catalyst class is: 2. (4) Reactant: Cl[C:2]1[CH:3]=[CH:4][C:5]2[N:6]([C:8]([CH:11]([C:13]3[CH:14]=[C:15]4[C:20](=[CH:21][CH:22]=3)[N:19]=[CH:18][C:17]([C:23]3[CH:24]=[N:25][N:26]([CH3:28])[CH:27]=3)=[CH:16]4)[CH3:12])=[N:9][N:10]=2)[N:7]=1.[O:29]1CCO[CH2:31][CH2:30]1. Product: [CH3:28][N:26]1[CH:27]=[C:23]([C:17]2[CH:18]=[N:19][C:20]3[C:15]([CH:16]=2)=[CH:14][C:13]([CH:11]([C:8]2[N:6]4[N:7]=[C:2]([C:30](=[O:29])[CH3:31])[CH:3]=[CH:4][C:5]4=[N:10][N:9]=2)[CH3:12])=[CH:22][CH:21]=3)[CH:24]=[N:25]1. The catalyst class is: 235. (5) The catalyst class is: 11. Product: [Br:46][C:36]1[CH:37]=[CH:38][C:39]2[N:27]([C:24]3[CH:25]=[CH:26][C:21]([C:14]4[C:15]5[C:20]([C:7]([C:1]6[CH:2]=[CH:3][CH:4]=[CH:5][CH:6]=6)=[C:8]6[C:13]=4[CH:12]=[CH:11][CH:10]=[CH:9]6)=[CH:19][CH:18]=[CH:17][CH:16]=5)=[CH:22][CH:23]=3)[C:28]3[C:33]([C:34]=2[CH:35]=1)=[CH:32][CH:31]=[CH:30][CH:29]=3. Reactant: [C:1]1([C:7]2[C:20]3[C:15](=[CH:16][CH:17]=[CH:18][CH:19]=3)[C:14]([C:21]3[CH:26]=[CH:25][C:24]([N:27]4[C:39]5[CH:38]=[CH:37][CH:36]=[CH:35][C:34]=5[C:33]5[C:28]4=[CH:29][CH:30]=[CH:31][CH:32]=5)=[CH:23][CH:22]=3)=[C:13]3[C:8]=2[CH:9]=[CH:10][CH:11]=[CH:12]3)[CH:6]=[CH:5][CH:4]=[CH:3][CH:2]=1.C(OCC)(=O)C.[Br:46]N1C(=O)CCC1=O.S([O-])([O-])(=O)=S.[Na+].[Na+]. (6) Reactant: [F:1][CH:2]([F:28])[S:3][C:4]1[CH:9]=[CH:8][C:7]([NH:10][C:11](=[O:27])[CH2:12][C:13]2[CH:18]=[CH:17][C:16]([NH:19]C(=O)OC(C)(C)C)=[CH:15][CH:14]=2)=[CH:6][CH:5]=1.[F:29][C:30]([F:35])([F:34])[C:31]([OH:33])=[O:32].ClCCl. Product: [F:29][C:30]([F:35])([F:34])[C:31]([O-:33])=[O:32].[F:29][C:30]([F:35])([F:34])[C:31]([OH:33])=[O:32].[NH2:19][C:16]1[CH:17]=[CH:18][C:13]([CH2:12][C:11]([NH:10][C:7]2[CH:8]=[CH:9][C:4]([S:3][CH:2]([F:28])[F:1])=[CH:5][CH:6]=2)=[O:27])=[CH:14][CH:15]=1. The catalyst class is: 26.